Dataset: Reaction yield outcomes from USPTO patents with 853,638 reactions. Task: Predict the reaction yield, written as a fraction of the theoretical maximum amount of product (1.0 means a 100% yield; for example, 0.34 means a 34% yield). (1) The reactants are [O:1]1[C:5]2[CH:6]=[CH:7][C:8]([C:10]3([C:13]([OH:15])=O)[CH2:12][CH2:11]3)=[CH:9][C:4]=2[O:3][CH2:2]1.S(Cl)(Cl)=O.CN(C)C=O.[Br:25][C:26]1[CH:27]=[CH:28][C:29]([NH2:32])=[N:30][CH:31]=1. The catalyst is N1C=CC=CC=1. The product is [O:1]1[C:5]2[CH:6]=[CH:7][C:8]([C:10]3([C:13]([NH:32][C:29]4[CH:28]=[CH:27][C:26]([Br:25])=[CH:31][N:30]=4)=[O:15])[CH2:11][CH2:12]3)=[CH:9][C:4]=2[O:3][CH2:2]1. The yield is 0.830. (2) The reactants are [CH2:1]([C:5]1[CH:6]=[C:7]2[C:13]([C:14]3[N:15]=[C:16]([C:19]([OH:21])=O)[S:17][CH:18]=3)=[CH:12][NH:11][C:8]2=[N:9][CH:10]=1)[CH:2]([CH3:4])[CH3:3].C(N(CC)C(C)C)(C)C.[NH:31]1[CH2:36][CH2:35][CH2:34][CH2:33][CH2:32]1.F[P-](F)(F)(F)(F)F.N1(O[P+](N2CCCC2)(N2CCCC2)N2CCCC2)C2C=CC=CC=2N=N1. The catalyst is CN(C=O)C. The product is [CH2:1]([C:5]1[CH:6]=[C:7]2[C:13]([C:14]3[N:15]=[C:16]([C:19]([N:31]4[CH2:36][CH2:35][CH2:34][CH2:33][CH2:32]4)=[O:21])[S:17][CH:18]=3)=[CH:12][NH:11][C:8]2=[N:9][CH:10]=1)[CH:2]([CH3:3])[CH3:4]. The yield is 0.570. (3) The reactants are [OH:1][C:2]1[CH:3]=[C:4]([CH2:8][C:9]([O:11][CH2:12][C:13]2[CH:18]=[CH:17][CH:16]=[CH:15][CH:14]=2)=[O:10])[CH:5]=[CH:6][CH:7]=1.ClCCl.[CH2:22]([O:29][C:30]([NH:32][CH:33]([CH2:44][CH2:45][P:46](OCl)([O:48][CH3:49])=[O:47])[C:34]([O:36][CH2:37][C:38]1[CH:43]=[CH:42][CH:41]=[CH:40][CH:39]=1)=[O:35])=[O:31])[C:23]1[CH:28]=[CH:27][CH:26]=[CH:25][CH:24]=1.C(N(CC)CC)C. The catalyst is CCOC(C)=O.CCCCCC. The product is [CH2:22]([O:29][C:30]([NH:32][CH:33]([CH2:44][CH2:45][P:46]([O:1][C:2]1[CH:7]=[CH:6][CH:5]=[C:4]([CH2:8][C:9]([O:11][CH2:12][C:13]2[CH:14]=[CH:15][CH:16]=[CH:17][CH:18]=2)=[O:10])[CH:3]=1)([O:48][CH3:49])=[O:47])[C:34]([O:36][CH2:37][C:38]1[CH:43]=[CH:42][CH:41]=[CH:40][CH:39]=1)=[O:35])=[O:31])[C:23]1[CH:24]=[CH:25][CH:26]=[CH:27][CH:28]=1. The yield is 0.310.